This data is from Catalyst prediction with 721,799 reactions and 888 catalyst types from USPTO. The task is: Predict which catalyst facilitates the given reaction. (1) Reactant: CN(C)[CH:3]=[CH:4][C:5]([C:7]1[S:11][C:10]([N:12]=CN(C)C)=[N:9][C:8]=1[CH3:17])=O.[NH:19]([C:23]1[CH:24]=[CH:25][C:26]([N:32]2[CH2:37][CH2:36][O:35][CH2:34][CH2:33]2)=[C:27]([CH:31]=1)[C:28]([NH2:30])=[O:29])[C:20]([NH2:22])=[NH:21]. Product: [NH2:12][C:10]1[S:11][C:7]([C:5]2[CH:4]=[CH:3][N:22]=[C:20]([NH:19][C:23]3[CH:24]=[CH:25][C:26]([N:32]4[CH2:37][CH2:36][O:35][CH2:34][CH2:33]4)=[C:27]([CH:31]=3)[C:28]([NH2:30])=[O:29])[N:21]=2)=[C:8]([CH3:17])[N:9]=1. The catalyst class is: 23. (2) The catalyst class is: 1. Reactant: C([N:8]1[CH2:17][CH:16]([CH3:18])[C:15]2[N:14]=[C:13]([Cl:19])[CH:12]=[CH:11][C:10]=2[CH2:9]1)C1C=CC=CC=1.[CH:20]1([Mg]Br)[CH2:24][CH2:23][CH2:22][CH2:21]1. Product: [ClH:19].[CH:20]1([C:13]2[CH:12]=[CH:11][C:10]3[CH2:9][NH:8][CH2:17][CH:16]([CH3:18])[C:15]=3[N:14]=2)[CH2:24][CH2:23][CH2:22][CH2:21]1. (3) Reactant: [NH:1]1[C:5]2=[CH:6][CH:7]=[CH:8][CH2:9][CH:4]2[NH:3][NH:2]1.[C:10](Cl)([C:23]1[CH:28]=[CH:27][CH:26]=[CH:25][CH:24]=1)([C:17]1[CH:22]=[CH:21][CH:20]=[CH:19][CH:18]=1)[C:11]1[CH:16]=[CH:15][CH:14]=[CH:13][CH:12]=1.C(N(CC)CC)C. Product: [C:10]([N:1]1[C:5]2[CH2:6][CH2:7][CH2:8][CH2:9][C:4]=2[N:3]=[N:2]1)([C:11]1[CH:16]=[CH:15][CH:14]=[CH:13][CH:12]=1)([C:23]1[CH:24]=[CH:25][CH:26]=[CH:27][CH:28]=1)[C:17]1[CH:18]=[CH:19][CH:20]=[CH:21][CH:22]=1. The catalyst class is: 10. (4) Reactant: [CH3:1][O:2][C:3](=[O:14])[C:4]1[CH:9]=[CH:8][C:7](Cl)=[C:6]([N+:11]([O-:13])=[O:12])[CH:5]=1.[SH:15][C:16]1[CH:21]=[CH:20][C:19]([OH:22])=[CH:18][CH:17]=1.C([O-])([O-])=O.[Cs+].[Cs+]. Product: [CH3:1][O:2][C:3](=[O:14])[C:4]1[CH:9]=[CH:8][C:7]([S:15][C:16]2[CH:21]=[CH:20][C:19]([OH:22])=[CH:18][CH:17]=2)=[C:6]([N+:11]([O-:13])=[O:12])[CH:5]=1. The catalyst class is: 21. (5) Reactant: [F:1][C:2]1[CH:7]=[CH:6][C:5]([S:8]([CH2:11][C:12]2[CH:17]=[CH:16][C:15]([I:18])=[CH:14][CH:13]=2)(=[O:10])=[O:9])=[CH:4][CH:3]=1.[CH3:19]N(C)CN(C)C.C(OC(=O)C)(=O)C. Product: [F:1][C:2]1[CH:7]=[CH:6][C:5]([S:8]([C:11]([C:12]2[CH:17]=[CH:16][C:15]([I:18])=[CH:14][CH:13]=2)=[CH2:19])(=[O:10])=[O:9])=[CH:4][CH:3]=1. The catalyst class is: 9. (6) Reactant: [CH3:1]C1(C)CCCC(C)(C)N1.[CH3:11][O:12][C:13]1[CH:21]=[CH:20][C:19]([C:22]([F:25])([F:24])[F:23])=[CH:18][C:14]=1[C:15]([OH:17])=[O:16].CI. Product: [CH3:11][O:12][C:13]1[C:14]([C:15]([OH:17])=[O:16])=[C:18]([CH3:1])[C:19]([C:22]([F:23])([F:24])[F:25])=[CH:20][CH:21]=1. The catalyst class is: 1. (7) Reactant: [CH3:1][C:2]1[N:7]=[C:6]([C:8]([O:10]C)=[O:9])[C:5]([N:12]2[CH:16]=[CH:15][C:14]([CH3:17])=[N:13]2)=[CH:4][CH:3]=1.[OH-].[Li+]. Product: [CH3:1][C:2]1[N:7]=[C:6]([C:8]([OH:10])=[O:9])[C:5]([N:12]2[CH:16]=[CH:15][C:14]([CH3:17])=[N:13]2)=[CH:4][CH:3]=1. The catalyst class is: 20. (8) Reactant: [Cl:1][C:2]1[N:3]=[C:4](Cl)[C:5]2[N:10]([CH2:11][C:12]3[CH:17]=[CH:16][C:15]([O:18][CH3:19])=[CH:14][CH:13]=3)[N:9]=[CH:8][C:6]=2[N:7]=1.[CH3:21][O-:22].[Na+]. Product: [Cl:1][C:2]1[N:3]=[C:4]([O:22][CH3:21])[C:5]2[N:10]([CH2:11][C:12]3[CH:17]=[CH:16][C:15]([O:18][CH3:19])=[CH:14][CH:13]=3)[N:9]=[CH:8][C:6]=2[N:7]=1. The catalyst class is: 7.